This data is from NCI-60 drug combinations with 297,098 pairs across 59 cell lines. The task is: Regression. Given two drug SMILES strings and cell line genomic features, predict the synergy score measuring deviation from expected non-interaction effect. Drug 1: CC1CCC2CC(C(=CC=CC=CC(CC(C(=O)C(C(C(=CC(C(=O)CC(OC(=O)C3CCCCN3C(=O)C(=O)C1(O2)O)C(C)CC4CCC(C(C4)OC)O)C)C)O)OC)C)C)C)OC. Drug 2: CC12CCC3C(C1CCC2OP(=O)(O)O)CCC4=C3C=CC(=C4)OC(=O)N(CCCl)CCCl.[Na+]. Cell line: NCI/ADR-RES. Synergy scores: CSS=11.5, Synergy_ZIP=-0.118, Synergy_Bliss=0.436, Synergy_Loewe=-23.8, Synergy_HSA=-0.869.